Dataset: Reaction yield outcomes from USPTO patents with 853,638 reactions. Task: Predict the reaction yield, written as a fraction of the theoretical maximum amount of product (1.0 means a 100% yield; for example, 0.34 means a 34% yield). (1) The reactants are [H-].[Na+].[F:3][C:4]([F:18])([F:17])[C:5]1[CH:10]=[CH:9][CH:8]=[CH:7][C:6]=1[CH:11]([OH:16])[C:12]([F:15])([F:14])[F:13].[NH2:19][C:20]1[N:25]=[C:24](Cl)[CH:23]=[C:22]([Cl:27])[N:21]=1.O. The catalyst is C1COCC1.C(OCC)(=O)C. The product is [Cl:27][C:22]1[CH:23]=[C:24]([O:16][CH:11]([C:6]2[CH:7]=[CH:8][CH:9]=[CH:10][C:5]=2[C:4]([F:17])([F:18])[F:3])[C:12]([F:13])([F:14])[F:15])[N:25]=[C:20]([NH2:19])[N:21]=1. The yield is 0.710. (2) The reactants are [CH2:1]([C:3]1[CH:8]=[C:7]([C:9]([F:12])([F:11])[F:10])[N+:6]([O-])=[C:5]([CH3:14])[CH:4]=1)[CH3:2].[CH3:15][C:16]([O:18]C(C)=O)=[O:17]. No catalyst specified. The product is [C:16]([O:18][CH2:14][C:5]1[CH:4]=[C:3]([CH2:1][CH3:2])[CH:8]=[C:7]([C:9]([F:12])([F:11])[F:10])[N:6]=1)(=[O:17])[CH3:15]. The yield is 0.570. (3) The reactants are [CH3:1][C:2]1[S:3][C:4]([C:8]([OH:10])=O)=[C:5]([CH3:7])[N:6]=1.[NH2:11][C:12]1[CH:13]=[C:14]([CH:31]=[CH:32][C:33]=1[CH3:34])[O:15][C:16]1[CH:17]=[CH:18][C:19]2[N:20]([CH:22]=[C:23]([NH:25][C:26]([CH:28]3[CH2:30][CH2:29]3)=[O:27])[N:24]=2)[N:21]=1.ON1C2C=CC=CC=2N=N1.Cl.C(N=C=NCCCN(C)C)C.C(N(CC)CC)C. The catalyst is CN(C)C=O. The product is [CH:28]1([C:26]([NH:25][C:23]2[N:24]=[C:19]3[CH:18]=[CH:17][C:16]([O:15][C:14]4[CH:31]=[CH:32][C:33]([CH3:34])=[C:12]([NH:11][C:8]([C:4]5[S:3][C:2]([CH3:1])=[N:6][C:5]=5[CH3:7])=[O:10])[CH:13]=4)=[N:21][N:20]3[CH:22]=2)=[O:27])[CH2:29][CH2:30]1. The yield is 0.410. (4) The reactants are [CH3:1][C:2]1[N:3]=[C:4]([NH:8][C:9]([C:11]23[CH2:20][CH:15]4[CH2:16][CH:17]([CH2:19][CH:13]([CH2:14]4)[CH2:12]2)[CH2:18]3)=[O:10])[S:5][C:6]=1[CH3:7].CC(C)([O-])C.[K+].Cl[CH2:28][C:29]1[CH:34]=[CH:33][N:32]=[CH:31][CH:30]=1. The catalyst is CN(C=O)C.C(OCC)(=O)C. The product is [CH3:1][C:2]1[N:3]([CH2:28][C:29]2[CH:34]=[CH:33][N:32]=[CH:31][CH:30]=2)[C:4](=[N:8][C:9]([C:11]23[CH2:20][CH:15]4[CH2:16][CH:17]([CH2:19][CH:13]([CH2:14]4)[CH2:12]2)[CH2:18]3)=[O:10])[S:5][C:6]=1[CH3:7]. The yield is 0.360. (5) The reactants are [F:1][C:2]1[C:3](OC)=[CH:4][C:5]2[S:9][C:8]([CH2:10][C:11]#[N:12])=[N:7][C:6]=2[CH:13]=1.[CH:16]1([C:19](Cl)=O)[CH2:18][CH2:17]1.[C:22]1(P(C2C=CC=CC=2)C2C=CC=CC=2)C=CC=CC=1.[OH2:41].[NH2:42][NH2:43]. The catalyst is ClCCl.CN(C1C=CN=CC=1)C.Cl.C(O)C.C(N(CC)CC)C.C(Cl)(Cl)(Cl)Cl. The product is [CH:16]1([C:19]2[C:10]([C:8]3[S:9][C:5]4[CH:4]=[C:3]([O:41][CH3:22])[C:2]([F:1])=[CH:13][C:6]=4[N:7]=3)=[C:11]([NH2:12])[NH:42][N:43]=2)[CH2:18][CH2:17]1. The yield is 0.290. (6) The reactants are [F:1][C:2]1[CH:7]=[CH:6][C:5]([C:8]2[C:12]([C:13](O)=[O:14])=[CH:11][O:10][N:9]=2)=[CH:4][CH:3]=1.C(N(CC)CC)C.C(OC(Cl)=O)C.[BH4-].[Na+]. The catalyst is C1COCC1.O.[OH-].[Na+]. The product is [F:1][C:2]1[CH:3]=[CH:4][C:5]([C:8]2[C:12]([CH2:13][OH:14])=[CH:11][O:10][N:9]=2)=[CH:6][CH:7]=1. The yield is 0.540. (7) The reactants are [F:1][C:2]1[CH:7]=[CH:6][C:5]([C:8]2[N:9]=[CH:10][N:11]([CH2:13][O:14][CH2:15][CH2:16][Si:17]([CH3:20])([CH3:19])[CH3:18])[CH:12]=2)=[CH:4][CH:3]=1.C([Li])CCC.CN([CH:29]=[O:30])C. The catalyst is C1COCC1. The product is [F:1][C:2]1[CH:7]=[CH:6][C:5]([C:8]2[N:9]=[C:10]([CH:29]=[O:30])[N:11]([CH2:13][O:14][CH2:15][CH2:16][Si:17]([CH3:20])([CH3:19])[CH3:18])[CH:12]=2)=[CH:4][CH:3]=1. The yield is 0.600.